Dataset: Reaction yield outcomes from USPTO patents with 853,638 reactions. Task: Predict the reaction yield, written as a fraction of the theoretical maximum amount of product (1.0 means a 100% yield; for example, 0.34 means a 34% yield). (1) The reactants are [F:1][CH:2]([F:46])[C:3]1[N:7]([C:8]2[N:13]=[C:12]([N:14]3[CH2:19][CH2:18][O:17][CH2:16][CH2:15]3)[N:11]=[C:10]([N:20]([CH2:34][CH2:35][CH2:36][N:37]([CH3:39])[CH3:38])[CH:21]3[CH2:26][CH2:25][CH2:24][N:23](C(OC(C)(C)C)=O)[CH2:22]3)[N:9]=2)[C:6]2[CH:40]=[CH:41][CH:42]=[C:43]([O:44][CH3:45])[C:5]=2[N:4]=1.C(O)(C(F)(F)F)=O. The catalyst is C(Cl)Cl. The product is [F:46][CH:2]([F:1])[C:3]1[N:7]([C:8]2[N:13]=[C:12]([N:14]3[CH2:15][CH2:16][O:17][CH2:18][CH2:19]3)[N:11]=[C:10]([N:20]([CH:21]3[CH2:26][CH2:25][CH2:24][NH:23][CH2:22]3)[CH2:34][CH2:35][CH2:36][N:37]([CH3:39])[CH3:38])[N:9]=2)[C:6]2[CH:40]=[CH:41][CH:42]=[C:43]([O:44][CH3:45])[C:5]=2[N:4]=1. The yield is 0.880. (2) The reactants are [Cl:1][C:2]1[N:6]2[CH:7]=[C:8]([CH2:15][CH:16]([CH3:18])[CH3:17])[CH:9]=[C:10]([C:11]([F:14])([F:13])[F:12])[C:5]2=[N:4][C:3]=1[C:19](OC)=[O:20].[OH-].[Na+].Cl.S(Cl)(Cl)=O.C(N(C(C)C)C(C)C)C.Cl.[NH:40]1[CH2:45][CH2:44][CH:43]([N:46]2[CH2:50][CH2:49][O:48][C:47]2=[O:51])[CH2:42][CH2:41]1. The catalyst is O1CCCC1.ClCCl.O. The product is [Cl:1][C:2]1[N:6]2[CH:7]=[C:8]([CH2:15][CH:16]([CH3:17])[CH3:18])[CH:9]=[C:10]([C:11]([F:13])([F:12])[F:14])[C:5]2=[N:4][C:3]=1[C:19]([N:40]1[CH2:41][CH2:42][CH:43]([N:46]2[CH2:50][CH2:49][O:48][C:47]2=[O:51])[CH2:44][CH2:45]1)=[O:20]. The yield is 0.550. (3) The reactants are Cl.[NH2:2][C@H:3]([CH2:7][CH2:8][C:9]([F:12])([F:11])[F:10])[C:4]([NH2:6])=[O:5].[Cl:13][C:14]1[CH:19]=[CH:18][C:17]([S:20](Cl)(=[O:22])=[O:21])=[CH:16][CH:15]=1.C1COCC1.C(N(CC)CC)C. The catalyst is O. The product is [Cl:13][C:14]1[CH:19]=[CH:18][C:17]([S:20]([NH:2][C@H:3]([CH2:7][CH2:8][C:9]([F:10])([F:11])[F:12])[C:4]([NH2:6])=[O:5])(=[O:22])=[O:21])=[CH:16][CH:15]=1. The yield is 0.910. (4) The reactants are [C:1]1([C:7]2[O:8][C:9]([C:15]([F:18])([F:17])[F:16])=[C:10]([C:12]([OH:14])=O)[N:11]=2)[CH:6]=[CH:5][CH:4]=[CH:3][CH:2]=1.[CH2:19]([N:21]1[C:25]2=[N:26][CH:27]=[C:28]([N+:30]([O-])=O)[CH:29]=[C:24]2[C:23]([NH2:33])=[N:22]1)[CH3:20].NC1C2C(=CC=C(NC(C3N=C(C4C=CC=CC=4)OC=3C(F)(F)F)=O)C=2)N(CCC)N=1. No catalyst specified. The product is [NH2:33][C:23]1[C:24]2[C:25](=[N:26][CH:27]=[C:28]([NH:30][C:12]([C:10]3[N:11]=[C:7]([C:1]4[CH:2]=[CH:3][CH:4]=[CH:5][CH:6]=4)[O:8][C:9]=3[C:15]([F:18])([F:17])[F:16])=[O:14])[CH:29]=2)[N:21]([CH2:19][CH3:20])[N:22]=1. The yield is 0.590. (5) The reactants are Cl[CH2:2][CH:3]1[CH:5]([C:6]([O:8]CC)=O)[C:4]1([CH3:20])[C:11]1[CH:16]=[CH:15][CH:14]=[C:13]([N+:17]([O-:19])=[O:18])[CH:12]=1.[CH:21]1([CH2:27][CH2:28][CH2:29][NH2:30])[CH2:26][CH2:25][CH2:24][CH2:23][CH2:22]1. The catalyst is Cl. The product is [CH:21]1([CH2:27][CH2:28][CH2:29][N:30]2[CH2:2][CH:3]3[CH:5]([C:4]3([CH3:20])[C:11]3[CH:16]=[CH:15][CH:14]=[C:13]([N+:17]([O-:19])=[O:18])[CH:12]=3)[C:6]2=[O:8])[CH2:26][CH2:25][CH2:24][CH2:23][CH2:22]1. The yield is 0.730. (6) The reactants are C(O[C:6]([N:8]1[CH2:13][CH2:12][CH2:11][C@H:10]([C:14]2[N:18]=[C:17]([C:19]3[NH:20][CH:21]=[C:22]([CH:24]([CH3:26])[CH3:25])[CH:23]=3)[O:16][N:15]=2)[CH2:9]1)=[O:7])(C)(C)C.Cl.[F:28][C:29]1[CH:37]=[CH:36][C:32](C(O)=O)=[CH:31][N:30]=1.C1C=NC2N(O)N=NC=2C=1.CCN=C=NCCCN(C)C.Cl.C(N(CC)CC)C. The catalyst is C(Cl)Cl. The product is [F:28][C:29]1[N:30]=[CH:31][C:32]([C:6]([N:8]2[CH2:13][CH2:12][CH2:11][C@H:10]([C:14]3[N:18]=[C:17]([C:19]4[NH:20][CH:21]=[C:22]([CH:24]([CH3:25])[CH3:26])[CH:23]=4)[O:16][N:15]=3)[CH2:9]2)=[O:7])=[CH:36][CH:37]=1. The yield is 0.260. (7) The reactants are [CH2:1]([NH:3][C:4]1[C:5]([CH3:26])=[C:6]([C:23]([OH:25])=O)[CH:7]=[C:8]([C:10]2[CH:15]=[CH:14][C:13]([CH2:16][N:17]3[CH2:22][CH2:21][O:20][CH2:19][CH2:18]3)=[CH:12][CH:11]=2)[CH:9]=1)[CH3:2].[NH2:27][CH2:28][C:29]1[C:30](=[O:37])[NH:31][C:32]([CH3:36])=[CH:33][C:34]=1[CH3:35].C1CN([P+](ON2N=NC3C=CC=CC2=3)(N2CCCC2)N2CCCC2)CC1.F[P-](F)(F)(F)(F)F. The catalyst is CS(C)=O. The product is [CH3:35][C:34]1[CH:33]=[C:32]([CH3:36])[NH:31][C:30](=[O:37])[C:29]=1[CH2:28][NH:27][C:23]([C:6]1[CH:7]=[C:8]([C:10]2[CH:15]=[CH:14][C:13]([CH2:16][N:17]3[CH2:22][CH2:21][O:20][CH2:19][CH2:18]3)=[CH:12][CH:11]=2)[CH:9]=[C:4]([NH:3][CH2:1][CH3:2])[C:5]=1[CH3:26])=[O:25]. The yield is 0.240. (8) The reactants are [NH2:1][C:2]1[CH:3]=[C:4]([CH:21]=[CH:22][CH:23]=1)[O:5][C:6]1[CH:7]=[CH:8][C:9]2[N:10]([CH:12]=[C:13]([NH:15][C:16]([CH:18]3[CH2:20][CH2:19]3)=[O:17])[N:14]=2)[N:11]=1.[F:24][C:25]1[C:33]([C:34]([F:37])([F:36])[F:35])=[CH:32][CH:31]=[CH:30][C:26]=1[C:27](O)=[O:28].ON1C2C=CC=CC=2N=N1.Cl.C(N=C=NCCCN(C)C)C. The catalyst is CN(C)C=O. The product is [CH:18]1([C:16]([NH:15][C:13]2[N:14]=[C:9]3[CH:8]=[CH:7][C:6]([O:5][C:4]4[CH:3]=[C:2]([NH:1][C:27](=[O:28])[C:26]5[CH:30]=[CH:31][CH:32]=[C:33]([C:34]([F:35])([F:36])[F:37])[C:25]=5[F:24])[CH:23]=[CH:22][CH:21]=4)=[N:11][N:10]3[CH:12]=2)=[O:17])[CH2:20][CH2:19]1. The yield is 0.760.